Dataset: Forward reaction prediction with 1.9M reactions from USPTO patents (1976-2016). Task: Predict the product of the given reaction. (1) Given the reactants [NH2:1][C:2]1[C:10]([CH3:11])=[CH:9][CH:8]=[CH:7][C:3]=1[C:4]([OH:6])=[O:5].Cl[C:13](Cl)([O:15]C(=O)OC(Cl)(Cl)Cl)Cl, predict the reaction product. The product is: [CH3:11][C:10]1[C:2]2[NH:1][C:13](=[O:15])[O:5][C:4](=[O:6])[C:3]=2[CH:7]=[CH:8][CH:9]=1. (2) Given the reactants [Cl:1][C:2]1[C:3]([NH2:12])=[CH:4][C:5]([N+:9]([O-:11])=[O:10])=[C:6]([NH2:8])[CH:7]=1.CO[CH:15]1[CH2:19][CH2:18][CH:17](OC)O1, predict the reaction product. The product is: [Cl:1][C:2]1[C:3]([N:12]2[CH:15]=[CH:19][CH:18]=[CH:17]2)=[CH:4][C:5]([N+:9]([O-:11])=[O:10])=[C:6]([NH2:8])[CH:7]=1. (3) Given the reactants [C:1]1([CH:7]2[CH2:11][N:10]([CH2:12][C:13]3[N:14]=[CH:15][N:16](C(C4C=CC=CC=4)(C4C=CC=CC=4)C4C=CC=CC=4)[CH:17]=3)[C:9](=[O:37])[CH2:8]2)[CH:6]=[CH:5][CH:4]=[CH:3][CH:2]=1.[CH3:38]I, predict the reaction product. The product is: [CH3:38][N:14]1[C:13]([CH2:12][N:10]2[CH2:11][CH:7]([C:1]3[CH:2]=[CH:3][CH:4]=[CH:5][CH:6]=3)[CH2:8][C:9]2=[O:37])=[CH:17][N:16]=[CH:15]1. (4) The product is: [CH2:1]([O:3][C:4](=[O:26])[CH2:5][C:6]1[CH:11]=[CH:10][CH:9]=[C:8]([S:12][C:13]2[C:21]3[C:16](=[C:17]([F:23])[C:18]([Cl:22])=[CH:19][CH:20]=3)[N:15]([C:28]3[CH:29]=[N:30][N:31]([CH2:33][CH2:34][CH3:35])[CH:32]=3)[C:14]=2[CH3:24])[C:7]=1[F:25])[CH3:2]. Given the reactants [CH2:1]([O:3][C:4](=[O:26])[CH2:5][C:6]1[CH:11]=[CH:10][CH:9]=[C:8]([S:12][C:13]2[C:21]3[C:16](=[C:17]([F:23])[C:18]([Cl:22])=[CH:19][CH:20]=3)[NH:15][C:14]=2[CH3:24])[C:7]=1[F:25])[CH3:2].I[C:28]1[CH:29]=[N:30][N:31]([CH2:33][CH2:34][CH3:35])[CH:32]=1, predict the reaction product. (5) Given the reactants [Cl:1][C:2]1[CH:26]=[CH:25][C:5]([CH2:6][N:7]2[C:15]3[C:10](=[CH:11][C:12]([CH:16]=[C:17]4[S:21][CH:20](SC)[NH:19][C:18]4=[O:24])=[CH:13][CH:14]=3)[CH:9]=[N:8]2)=[C:4]([C:27]([F:30])([F:29])[F:28])[CH:3]=1.[CH3:31][NH:32][CH2:33][CH2:34][OH:35], predict the reaction product. The product is: [Cl:1][C:2]1[CH:26]=[CH:25][C:5]([CH2:6][N:7]2[C:15]3[C:10](=[CH:11][C:12]([CH:16]=[C:17]4[S:21][C:20]([N:32]([CH2:33][CH2:34][OH:35])[CH3:31])=[N:19][C:18]4=[O:24])=[CH:13][CH:14]=3)[CH:9]=[N:8]2)=[C:4]([C:27]([F:30])([F:29])[F:28])[CH:3]=1. (6) Given the reactants [NH2:1][C:2]1[CH:7]=[CH:6][C:5]([C:8]2([C:12]([O:14][CH2:15][CH3:16])=[O:13])[CH2:11][CH2:10][CH2:9]2)=[CH:4][C:3]=1[O:17][CH2:18][CH:19]1[CH2:21][CH2:20]1.C1C(=O)N([Br:29])C(=O)C1, predict the reaction product. The product is: [NH2:1][C:2]1[C:3]([O:17][CH2:18][CH:19]2[CH2:21][CH2:20]2)=[CH:4][C:5]([C:8]2([C:12]([O:14][CH2:15][CH3:16])=[O:13])[CH2:11][CH2:10][CH2:9]2)=[CH:6][C:7]=1[Br:29]. (7) Given the reactants [CH3:1][N:2]1[C:6]2[CH:7]=[CH:8][C:9]([C:11]#[N:12])=[CH:10][C:5]=2[NH:4][C:3]1=[O:13].[ClH:14], predict the reaction product. The product is: [ClH:14].[NH2:12][CH2:11][C:9]1[CH:8]=[CH:7][C:6]2[N:2]([CH3:1])[C:3](=[O:13])[NH:4][C:5]=2[CH:10]=1.